Task: Predict the product of the given reaction.. Dataset: Forward reaction prediction with 1.9M reactions from USPTO patents (1976-2016) (1) Given the reactants [O:1]1[CH2:5][CH2:4][O:3][CH:2]1[C:6]1[CH:7]=[N:8][CH:9]=[CH:10][CH:11]=1.[I:12]C, predict the reaction product. The product is: [I-:12].[O:1]1[CH2:5][CH2:4][O:3][CH:2]1[C:6]1[CH:7]=[NH+:8][CH:9]=[CH:10][CH:11]=1. (2) The product is: [F:1][C:2]1[C:3]([O:29][CH3:30])=[C:4]([C:9]2[C:17]3[C:12](=[N:13][CH:14]=[C:15]([C:18]4[CH:19]=[N:20][N:21]([CH:23]5[CH2:24][CH2:25][N:26]([S:40]([CH2:38][CH3:39])(=[O:42])=[O:41])[CH2:27][CH2:28]5)[CH:22]=4)[CH:16]=3)[NH:11][CH:10]=2)[CH:5]=[C:6]([F:8])[CH:7]=1. Given the reactants [F:1][C:2]1[C:3]([O:29][CH3:30])=[C:4]([C:9]2[C:17]3[C:12](=[N:13][CH:14]=[C:15]([C:18]4[CH:19]=[N:20][N:21]([CH:23]5[CH2:28][CH2:27][NH:26][CH2:25][CH2:24]5)[CH:22]=4)[CH:16]=3)[NH:11][CH:10]=2)[CH:5]=[C:6]([F:8])[CH:7]=1.C(N(CC)CC)C.[CH2:38]([S:40](Cl)(=[O:42])=[O:41])[CH3:39], predict the reaction product. (3) Given the reactants [CH3:1][O:2][C:3]1[CH:9]=[C:8]([CH:10]2[CH2:15][CH2:14][N:13]([CH3:16])[CH2:12][CH2:11]2)[CH:7]=[CH:6][C:4]=1[NH2:5].[CH3:17][C:18]1[C:27]2[CH:26]=[N:25][C:24](S(C)=O)=[N:23][C:22]=2[N:21]([C:31]2[CH:32]=[C:33]([NH:37][C:38](=[O:41])[CH:39]=[CH2:40])[CH:34]=[CH:35][CH:36]=2)[C:20](=[O:42])[CH:19]=1.C(N(C(C)C)CC)(C)C.C(O)(C(F)(F)F)=O.CC#N, predict the reaction product. The product is: [CH3:1][O:2][C:3]1[CH:9]=[C:8]([CH:10]2[CH2:15][CH2:14][N:13]([CH3:16])[CH2:12][CH2:11]2)[CH:7]=[CH:6][C:4]=1[NH:5][C:24]1[N:25]=[CH:26][C:27]2[C:18]([CH3:17])=[CH:19][C:20](=[O:42])[N:21]([C:31]3[CH:32]=[C:33]([NH:37][C:38](=[O:41])[CH:39]=[CH2:40])[CH:34]=[CH:35][CH:36]=3)[C:22]=2[N:23]=1.